Dataset: Catalyst prediction with 721,799 reactions and 888 catalyst types from USPTO. Task: Predict which catalyst facilitates the given reaction. Reactant: [Cl:1][C:2]1[CH:11]=[C:10]2[C:5]([C:6](=[O:26])[N:7]([S:13]([C:16]3[CH:17]=[C:18]([NH2:25])[C:19](=[CH:23][CH:24]=3)[C:20]([OH:22])=[O:21])(=[O:15])=[O:14])[C:8](=[O:12])[NH:9]2)=[CH:4][CH:3]=1.[C:27](Cl)(=[O:30])[CH2:28][CH3:29].O. Product: [Cl:1][C:2]1[CH:11]=[C:10]2[C:5]([C:6](=[O:26])[N:7]([S:13]([C:16]3[CH:17]=[C:18]([NH:25][C:27](=[O:30])[CH2:28][CH3:29])[C:19](=[CH:23][CH:24]=3)[C:20]([O:22][C:5]([CH3:10])([CH3:6])[CH3:4])=[O:21])(=[O:15])=[O:14])[C:8](=[O:12])[NH:9]2)=[CH:4][CH:3]=1. The catalyst class is: 12.